From a dataset of Full USPTO retrosynthesis dataset with 1.9M reactions from patents (1976-2016). Predict the reactants needed to synthesize the given product. Given the product [OH:21][C@@H:18]1[CH2:19][N:2]([CH2:3][C:4]([NH2:6])=[O:5])[C:15](=[O:16])[CH2:14]1, predict the reactants needed to synthesize it. The reactants are: Cl.[NH2:2][CH2:3][C:4]([NH2:6])=[O:5].C(=O)(O)[O-].[Na+].C([C@@H:14]([CH:18]([OH:21])[CH2:19]Cl)[C:15](O)=[O:16])C.